Dataset: Full USPTO retrosynthesis dataset with 1.9M reactions from patents (1976-2016). Task: Predict the reactants needed to synthesize the given product. (1) Given the product [C:3]([C:7]1[C:8]([OH:26])=[C:9]([C:13]([CH3:25])=[C:14]([CH:16]([C:17]2[CH:18]=[CH:19][C:20]([Cl:23])=[CH:21][CH:22]=2)[O:24][CH2:29][CH3:30])[CH:15]=1)[C:10]([OH:12])=[O:11])([CH3:6])([CH3:5])[CH3:4], predict the reactants needed to synthesize it. The reactants are: [BH4-].[Na+].[C:3]([C:7]1[C:8]([OH:26])=[C:9]([C:13]([CH3:25])=[C:14]([C:16](=[O:24])[C:17]2[CH:22]=[CH:21][C:20]([Cl:23])=[CH:19][CH:18]=2)[CH:15]=1)[C:10]([OH:12])=[O:11])([CH3:6])([CH3:5])[CH3:4].O.Cl.[CH2:29](O)[CH3:30]. (2) Given the product [ClH:31].[NH2:1][C:2]1[C:30]([Cl:31])=[CH:29][C:5]([C:6]([NH:8][C@H:9]2[CH2:14][CH2:13][N:12]([CH2:15][CH:16]3[CH2:17][CH2:18][N:19]([C:22](=[O:26])[CH:23]([CH3:25])[CH3:24])[CH2:20][CH2:21]3)[CH2:11][C@H:10]2[O:27][CH3:28])=[O:7])=[C:4]([O:32][CH3:33])[CH:3]=1, predict the reactants needed to synthesize it. The reactants are: [NH2:1][C:2]1[C:30]([Cl:31])=[CH:29][C:5]([C:6]([NH:8][C@H:9]2[CH2:14][CH2:13][N:12]([CH2:15][CH:16]3[CH2:21][CH2:20][N:19]([C:22](=[O:26])[CH:23]([CH3:25])[CH3:24])[CH2:18][CH2:17]3)[CH2:11][C@H:10]2[O:27][CH3:28])=[O:7])=[C:4]([O:32][CH3:33])[CH:3]=1.